This data is from Full USPTO retrosynthesis dataset with 1.9M reactions from patents (1976-2016). The task is: Predict the reactants needed to synthesize the given product. (1) Given the product [NH2:65][C:63]1[CH:62]=[CH:61][C:43]([O:44][C:45]2[C:54]3[C:49](=[CH:50][C:51]([O:59][CH3:60])=[C:52]([C:55]([NH:57][CH3:58])=[O:56])[CH:53]=3)[N:48]=[CH:47][CH:46]=2)=[C:42]([F:41])[CH:64]=1.[CH3:78][O:77][C:73]1[CH:72]=[C:71]([CH2:70][C:69]([N:68]=[C:66]=[S:67])=[O:79])[CH:76]=[CH:75][CH:74]=1, predict the reactants needed to synthesize it. The reactants are: FC1C=C(NC(NC(=O)CC2C=CC=CC=2)=S)C=CC=1OC1C2C(=CC(OC)=C(C(OC(C)(C)C)=O)C=2)N=CC=1.[F:41][C:42]1[CH:64]=[C:63]([NH:65][C:66]([NH:68][C:69](=[O:79])[CH2:70][C:71]2[CH:76]=[CH:75][CH:74]=[C:73]([O:77][CH3:78])[CH:72]=2)=[S:67])[CH:62]=[CH:61][C:43]=1[O:44][C:45]1[C:54]2[C:49](=[CH:50][C:51]([O:59][CH3:60])=[C:52]([C:55]([NH:57][CH3:58])=[O:56])[CH:53]=2)[N:48]=[CH:47][CH:46]=1. (2) The reactants are: [CH3:1][O:2][C:3]1[CH:8]=[CH:7][C:6]([N:9]=[CH:10][CH2:11][O:12]C(=O)C)=[C:5]([N+:16]([O-])=O)[CH:4]=1. Given the product [CH3:1][O:2][C:3]1[CH:4]=[C:5]2[C:6]([NH:9][CH2:10][C:11](=[O:12])[NH:16]2)=[CH:7][CH:8]=1, predict the reactants needed to synthesize it.